This data is from Catalyst prediction with 721,799 reactions and 888 catalyst types from USPTO. The task is: Predict which catalyst facilitates the given reaction. (1) Reactant: [CH2:1]([C:4]1[CH:5]=[CH:6][C:7]2[O:11][CH2:10][CH2:9][C:8]=2[CH:12]=1)[CH2:2][CH3:3].[C:13](OC(=O)C)(=[O:15])[CH3:14]. Product: [CH2:1]([C:4]1[C:5]([C:13](=[O:15])[CH3:14])=[CH:6][C:7]2[O:11][CH2:10][CH2:9][C:8]=2[CH:12]=1)[CH2:2][CH3:3]. The catalyst class is: 530. (2) Reactant: [Br:1][C:2]1[CH:7]=[CH:6][C:5]([C:8](=[O:12])[CH2:9][O:10][CH3:11])=[CH:4][C:3]=1[F:13].O.C1(C)C=CC(S(O)(=O)=O)=CC=1.[CH2:26](O)[CH2:27][OH:28]. Product: [Br:1][C:2]1[CH:7]=[CH:6][C:5]([C:8]2([CH2:9][O:10][CH3:11])[O:28][CH2:27][CH2:26][O:12]2)=[CH:4][C:3]=1[F:13]. The catalyst class is: 11. (3) Reactant: [C:1]([C:3]1[CH:11]=[CH:10][C:6]([C:7](Cl)=[O:8])=[CH:5][CH:4]=1)#[N:2].[Cl-].[Al+3].[Cl-].[Cl-].[CH3:16][N:17]1[CH:21]=[CH:20][CH:19]=[C:18]1[CH2:22][C:23]([O:25][CH2:26][CH3:27])=[O:24].Cl. Product: [C:1]([C:3]1[CH:11]=[CH:10][C:6]([C:7]([C:21]2[N:17]([CH3:16])[C:18]([CH2:22][C:23]([O:25][CH2:26][CH3:27])=[O:24])=[CH:19][CH:20]=2)=[O:8])=[CH:5][CH:4]=1)#[N:2]. The catalyst class is: 2. (4) Reactant: [CH3:1][O:2][C:3]1[CH:4]=[C:5]2[C:10](=[CH:11][CH:12]=1)[C:9](=[O:13])[CH2:8][CH2:7][CH2:6]2.I[CH2:15][CH2:16][CH2:17][CH3:18].[H-].[Na+]. Product: [CH2:15]([CH:8]1[CH2:7][CH2:6][C:5]2[C:10](=[CH:11][CH:12]=[C:3]([O:2][CH3:1])[CH:4]=2)[C:9]1=[O:13])[CH2:16][CH2:17][CH3:18]. The catalyst class is: 7. (5) Reactant: C[O:2][C:3](=[O:35])[CH2:4][CH2:5][C:6]1[CH:11]=[CH:10][C:9]([O:12][CH2:13][CH:14]([C:16]2[N:17]=[C:18]([C:22]3[CH:27]=[CH:26][C:25]([C:28]4[CH:33]=[CH:32][CH:31]=[CH:30][N:29]=4)=[CH:24][CH:23]=3)[O:19][C:20]=2[CH3:21])[CH3:15])=[CH:8][C:7]=1[CH3:34].[OH-].[Na+].Cl. Product: [CH3:34][C:7]1[CH:8]=[C:9]([O:12][CH2:13][CH:14]([C:16]2[N:17]=[C:18]([C:22]3[CH:27]=[CH:26][C:25]([C:28]4[CH:33]=[CH:32][CH:31]=[CH:30][N:29]=4)=[CH:24][CH:23]=3)[O:19][C:20]=2[CH3:21])[CH3:15])[CH:10]=[CH:11][C:6]=1[CH2:5][CH2:4][C:3]([OH:35])=[O:2]. The catalyst class is: 54. (6) Product: [Br:14][C:15]1[CH:20]=[C:19]([O:21][CH3:22])[C:18]([CH:23]2[C:27](=[O:28])[CH:26]=[CH:25][C:24]2=[O:29])=[C:17]([F:30])[CH:16]=1. The catalyst class is: 21. Reactant: CC(C)=O.OS(O)(=O)=O.O=[Cr](=O)=O.[Br:14][C:15]1[CH:20]=[C:19]([O:21][CH3:22])[C:18]([CH:23]2[C:27](=[O:28])[CH:26]=[CH:25][CH:24]2[OH:29])=[C:17]([F:30])[CH:16]=1.C(OCC)C. (7) The catalyst class is: 6. Reactant: O1CCCC1.C(OC([N:13]([CH2:45][C:46]([O:48]C(C)(C)C)=[O:47])[C:14]1[CH:19]=[CH:18][CH:17]=[C:16]([CH:20]([CH2:31][C:32]2[CH:37]=[CH:36][C:35]([C:38]3([CH2:41][CH2:42][CH2:43][CH3:44])[CH2:40][CH2:39]3)=[CH:34][CH:33]=2)[NH:21][S:22]([C:25]2[N:26]=[CH:27][N:28]([CH3:30])[CH:29]=2)(=[O:24])=[O:23])[N:15]=1)=O)(C)(C)C.Cl. Product: [CH2:41]([C:38]1([C:35]2[CH:34]=[CH:33][C:32]([CH2:31][CH:20]([NH:21][S:22]([C:25]3[N:26]=[CH:27][N:28]([CH3:30])[CH:29]=3)(=[O:23])=[O:24])[C:16]3[N:15]=[C:14]([NH:13][CH2:45][C:46]([OH:48])=[O:47])[CH:19]=[CH:18][CH:17]=3)=[CH:37][CH:36]=2)[CH2:40][CH2:39]1)[CH2:42][CH2:43][CH3:44].